The task is: Binary Classification. Given a drug SMILES string, predict its activity (active/inactive) in a high-throughput screening assay against a specified biological target.. This data is from HIV replication inhibition screening data with 41,000+ compounds from the AIDS Antiviral Screen. (1) The compound is Cn1c(=O)c2c(nc3n(C)c(=O)c4ccccc4n23)n(C)c1=O. The result is 0 (inactive). (2) The drug is CCN(CCCl)c1cc(C[N+](C)(C)[O-])cc(NC(=O)c2ccc(C(=O)Nc3cc(C[N+](C)(C)[O-])cc(N(CC)CCCl)c3)cc2)c1. The result is 0 (inactive).